This data is from Catalyst prediction with 721,799 reactions and 888 catalyst types from USPTO. The task is: Predict which catalyst facilitates the given reaction. (1) Reactant: [Si]([O:8][C:9]1[CH:31]=[CH:30][C:12]([O:13][CH2:14][C:15]2[CH:16]=[N:17][C:18]([NH:21][C:22]3[CH:27]=[CH:26][C:25]([Cl:28])=[C:24]([Cl:29])[CH:23]=3)=[N:19][CH:20]=2)=[CH:11][CH:10]=1)(C(C)(C)C)(C)C.CCCC[N+](CCCC)(CCCC)CCCC.[F-]. Product: [Cl:29][C:24]1[CH:23]=[C:22]([NH:21][C:18]2[N:17]=[CH:16][C:15]([CH2:14][O:13][C:12]3[CH:30]=[CH:31][C:9]([OH:8])=[CH:10][CH:11]=3)=[CH:20][N:19]=2)[CH:27]=[CH:26][C:25]=1[Cl:28]. The catalyst class is: 1. (2) Reactant: [CH2:1]([NH:8][C:9]1[CH:14]=[C:13]([N:15]2[CH2:20][CH2:19][N:18]([CH3:21])[CH2:17][CH2:16]2)[CH:12]=[CH:11][C:10]=1[NH:22][C:23]([C:25]1[CH:30]=[C:29]([CH3:31])[C:28](=[O:32])[N:27]([CH3:33])[CH:26]=1)=O)[C:2]1[CH:7]=[CH:6][CH:5]=[CH:4][CH:3]=1. Product: [CH2:1]([N:8]1[C:9]2[CH:14]=[C:13]([N:15]3[CH2:16][CH2:17][N:18]([CH3:21])[CH2:19][CH2:20]3)[CH:12]=[CH:11][C:10]=2[N:22]=[C:23]1[C:25]1[CH:30]=[C:29]([CH3:31])[C:28](=[O:32])[N:27]([CH3:33])[CH:26]=1)[C:2]1[CH:7]=[CH:6][CH:5]=[CH:4][CH:3]=1. The catalyst class is: 15.